The task is: Regression. Given a peptide amino acid sequence and an MHC pseudo amino acid sequence, predict their binding affinity value. This is MHC class I binding data.. This data is from Peptide-MHC class I binding affinity with 185,985 pairs from IEDB/IMGT. (1) The peptide sequence is MMWEINGPK. The MHC is HLA-B18:01 with pseudo-sequence HLA-B18:01. The binding affinity (normalized) is 0.0847. (2) The peptide sequence is YNPQSQGVV. The binding affinity (normalized) is 0. The MHC is HLA-A02:06 with pseudo-sequence HLA-A02:06. (3) The peptide sequence is ILYDTGSSW. The MHC is HLA-B07:02 with pseudo-sequence HLA-B07:02. The binding affinity (normalized) is 0.0847. (4) The peptide sequence is ILLNNPNLF. The MHC is HLA-A24:02 with pseudo-sequence HLA-A24:02. The binding affinity (normalized) is 0.383. (5) The peptide sequence is YLYIMRVMA. The MHC is HLA-A02:01 with pseudo-sequence HLA-A02:01. The binding affinity (normalized) is 0.610. (6) The peptide sequence is RCWLVSNGSY. The MHC is HLA-A01:01 with pseudo-sequence HLA-A01:01. The binding affinity (normalized) is 0.0817.